Dataset: Forward reaction prediction with 1.9M reactions from USPTO patents (1976-2016). Task: Predict the product of the given reaction. (1) The product is: [Br:1][C:2]1[CH:7]=[CH:6][CH:5]=[CH:4][C:3]=1[C:8]1([C:11]([O:13][CH3:15])=[O:12])[CH2:10][CH2:9]1. Given the reactants [Br:1][C:2]1[CH:7]=[CH:6][CH:5]=[CH:4][C:3]=1[C:8]1([C:11]([OH:13])=[O:12])[CH2:10][CH2:9]1.Cl.[CH3:15]O, predict the reaction product. (2) Given the reactants [C:16]1([CH3:21])[CH:17]=[CH:18][CH:19]=[CH:20][C:15]=1P([C:15]1[CH:20]=[CH:19][CH:18]=[CH:17][C:16]=1[CH3:21])[C:15]1[CH:20]=[CH:19][CH:18]=[CH:17][C:16]=1[CH3:21].BrC1[CH:25]=[CH:26][C:27]2[C:28]([CH3:40])([CH3:39])[C:29]3[C:34]([NH:35][C:36]=2[CH:37]=1)=[CH:33][C:32](Br)=[CH:31][CH:30]=3.[C:41]1(B(O)O)[CH:46]=[CH:45][CH:44]=[CH:43][CH:42]=1.O.P([O-])([O-])([O-])=O.[K+].[K+].[K+], predict the reaction product. The product is: [CH3:40][C:28]1([CH3:39])[C:29]2[CH:30]=[CH:31][C:32]([C:41]3[CH:46]=[CH:45][CH:44]=[CH:43][CH:42]=3)=[CH:33][C:34]=2[NH:35][C:36]2[C:27]1=[CH:26][CH:25]=[C:21]([C:16]1[CH:15]=[CH:20][CH:19]=[CH:18][CH:17]=1)[CH:37]=2. (3) Given the reactants CN1CCOCC1.ClC(OCC)=O.[C:14]([O:18][C:19]([NH:21][C@@H:22]([CH2:26][CH:27]=[CH2:28])[C:23](O)=[O:24])=[O:20])([CH3:17])([CH3:16])[CH3:15], predict the reaction product. The product is: [OH:24][CH2:23][C@@H:22]([NH:21][C:19](=[O:20])[O:18][C:14]([CH3:17])([CH3:16])[CH3:15])[CH2:26][CH:27]=[CH2:28]. (4) Given the reactants [CH2:1]([O:8][C:9]1[CH:18]=[CH:17][CH:16]=[C:15]2[C:10]=1[CH:11]=[C:12]([C:19]([O:21]CC)=[O:20])[CH:13]=[N:14]2)[C:2]1[CH:7]=[CH:6][CH:5]=[CH:4][CH:3]=1.[Li+].[OH-], predict the reaction product. The product is: [CH2:1]([O:8][C:9]1[CH:18]=[CH:17][CH:16]=[C:15]2[C:10]=1[CH:11]=[C:12]([C:19]([OH:21])=[O:20])[CH:13]=[N:14]2)[C:2]1[CH:7]=[CH:6][CH:5]=[CH:4][CH:3]=1.